This data is from Catalyst prediction with 721,799 reactions and 888 catalyst types from USPTO. The task is: Predict which catalyst facilitates the given reaction. (1) Reactant: [F:1][C:2]1[CH:44]=[CH:43][C:5]([CH2:6][C@H:7]([NH:30][C:31]([C:33]2[NH:42][C:36]3=[CH:37][N:38]=[C:39]([Cl:41])[CH:40]=[C:35]3[CH:34]=2)=[O:32])[C:8]([N:10]2[CH2:15][CH2:14][CH:13]([N:16]([CH3:29])S(C3C=CC=CC=3[N+]([O-])=O)(=O)=O)[CH2:12][CH2:11]2)=[O:9])=[CH:4][CH:3]=1.C1C=CC(S)=CC=1.C(=O)([O-])[O-].[K+].[K+].Cl. Product: [F:1][C:2]1[CH:3]=[CH:4][C:5]([CH2:6][C@H:7]([NH:30][C:31]([C:33]2[NH:42][C:36]3=[CH:37][N:38]=[C:39]([Cl:41])[CH:40]=[C:35]3[CH:34]=2)=[O:32])[C:8]([N:10]2[CH2:11][CH2:12][CH:13]([NH:16][CH3:29])[CH2:14][CH2:15]2)=[O:9])=[CH:43][CH:44]=1. The catalyst class is: 753. (2) Reactant: [CH2:1]([N:4]1[C:9](=[O:10])[N:8]2[CH:11]=[N:12][C:13]([C:14]3[NH:15][C:16]([C:19]4[S:20][CH:21]=[CH:22][CH:23]=4)=[CH:17][N:18]=3)=[C:7]2[N:6]=[N:5]1)[C:2]#[CH:3].[H-].[Na+].[CH3:26]I. Product: [CH3:26][N:18]1[CH:17]=[C:16]([C:19]2[S:20][CH:21]=[CH:22][CH:23]=2)[N:15]=[C:14]1[C:13]1[N:12]=[CH:11][N:8]2[C:9](=[O:10])[N:4]([CH2:1][C:2]#[CH:3])[N:5]=[N:6][C:7]=12. The catalyst class is: 3. (3) Reactant: [Br:1][C:2]1[N:7]=[C:6]([C@@:8]([NH:22][S@@](C(C)(C)C)=O)([C@@H:10]([F:21])[C@H:11]([O:16][Si](C)(C)C)[C:12]([F:15])([F:14])[F:13])[CH3:9])[C:5]([F:29])=[CH:4][CH:3]=1.Cl.C([O-])(O)=O.[Na+]. Product: [NH2:22][C@@:8]([C:6]1[C:5]([F:29])=[CH:4][CH:3]=[C:2]([Br:1])[N:7]=1)([CH3:9])[C@@H:10]([F:21])[C@H:11]([OH:16])[C:12]([F:14])([F:13])[F:15]. The catalyst class is: 7. (4) Reactant: [NH2:1][C:2]1[C:7]([CH:8]=[O:9])=[C:6]([CH:10]2[CH2:12][CH2:11]2)[N:5]=[C:4](Cl)[CH:3]=1.[CH3:14][N:15]1[C:19](B2OC(C)(C)C(C)(C)O2)=[CH:18][CH:17]=[N:16]1.C1(P(C2CCCCC2)C2CCCCC2)CCCCC1.P([O-])([O-])([O-])=O.[K+].[K+].[K+]. Product: [NH2:1][C:2]1[C:7]([CH:8]=[O:9])=[C:6]([CH:10]2[CH2:12][CH2:11]2)[N:5]=[C:4]([C:19]2[N:15]([CH3:14])[N:16]=[CH:17][CH:18]=2)[CH:3]=1. The catalyst class is: 493. (5) The catalyst class is: 8. Product: [NH2:17][CH2:16][CH2:15][CH2:14][CH2:13][N:8]1[C:7]([S:28][C:29]2[C:37]([I:38])=[CH:36][C:32]3[O:33][CH2:34][O:35][C:31]=3[CH:30]=2)=[N:6][C:5]2[C:9]1=[N:10][CH:11]=[N:12][C:4]=2[NH2:3]. Reactant: CN.[NH2:3][C:4]1[N:12]=[CH:11][N:10]=[C:9]2[C:5]=1[N:6]=[C:7]([S:28][C:29]1[C:37]([I:38])=[CH:36][C:32]3[O:33][CH2:34][O:35][C:31]=3[CH:30]=1)[N:8]2[CH2:13][CH2:14][CH2:15][CH2:16][N:17]1C(=O)C2C(=CC=CC=2)C1=O. (6) Reactant: [N:1]([C:4]([CH3:9])([CH3:8])[CH2:5][CH2:6][OH:7])=[N+:2]=[N-:3].CCN(C(C)C)C(C)C.[CH3:19][S:20](Cl)(=[O:22])=[O:21]. Product: [CH3:19][S:20]([O:7][CH2:6][CH2:5][C:4]([N:1]=[N+:2]=[N-:3])([CH3:9])[CH3:8])(=[O:22])=[O:21]. The catalyst class is: 2. (7) Reactant: [C:1]([OH:7])(=O)[CH2:2][CH2:3][CH:4]=[CH2:5].[NH2:8][C@H:9]([C:12]1[CH:17]=[CH:16][C:15]([F:18])=[CH:14][CH:13]=1)[CH2:10][OH:11]. Product: [F:18][C:15]1[CH:14]=[CH:13][C:12]([C@@H:9]([NH:8][C:1](=[O:7])[CH2:2][CH2:3][CH:4]=[CH2:5])[CH2:10][OH:11])=[CH:17][CH:16]=1. The catalyst class is: 3.